Regression. Given two drug SMILES strings and cell line genomic features, predict the synergy score measuring deviation from expected non-interaction effect. From a dataset of NCI-60 drug combinations with 297,098 pairs across 59 cell lines. Drug 1: CC1=C(C(CCC1)(C)C)C=CC(=CC=CC(=CC(=O)O)C)C. Drug 2: C#CCC(CC1=CN=C2C(=N1)C(=NC(=N2)N)N)C3=CC=C(C=C3)C(=O)NC(CCC(=O)O)C(=O)O. Cell line: MALME-3M. Synergy scores: CSS=15.4, Synergy_ZIP=-5.90, Synergy_Bliss=-3.90, Synergy_Loewe=0.456, Synergy_HSA=1.01.